This data is from Reaction yield outcomes from USPTO patents with 853,638 reactions. The task is: Predict the reaction yield, written as a fraction of the theoretical maximum amount of product (1.0 means a 100% yield; for example, 0.34 means a 34% yield). (1) The reactants are C([Si](C1C=CC=CC=1)(C1C=CC=CC=1)[O:6][C@@H:7]1[CH2:11][C@H:10]([C:12]#[N:13])[C@@H:9]([O:14][CH3:15])[CH2:8]1)(C)(C)C.CCCC[N+](CCCC)(CCCC)CCCC.[F-].C(O)(=O)C. The catalyst is C1COCC1. The product is [OH:6][C@@H:7]1[CH2:11][C@H:10]([C:12]#[N:13])[C@@H:9]([O:14][CH3:15])[CH2:8]1. The yield is 0.900. (2) The yield is 0.200. No catalyst specified. The product is [CH:29]([O:31][S:4](=[O:5])(=[O:6])[CH2:12][CH2:13][NH:8][CH2:9][CH:10]=[CH2:11])([CH3:30])[CH3:28]. The reactants are ClCC[S:4](Cl)(=[O:6])=[O:5].[N:8]1[CH:13]=[CH:12][CH:11]=[CH:10][CH:9]=1.Cl.C(N)C=C.C(N(C(C)C)CC)(C)C.[CH3:28][CH:29]([OH:31])[CH3:30]. (3) The reactants are B(Cl)(Cl)Cl.[CH:5]1[C:10]([OH:11])=[CH:9][CH:8]=[CH:7][C:6]=1[CH3:12].CS[C:15]#[N:16].[Al+3].[Cl-].[Cl-].[Cl-]. The catalyst is ClCCCl. The product is [OH:11][C:10]1[CH:5]=[C:6]([CH3:12])[CH:7]=[CH:8][C:9]=1[C:15]#[N:16]. The yield is 0.910. (4) The reactants are [CH2:1]([N:3]1[C:11]2[CH:10]=[C:9]([NH:12][C:13](=[O:23])C3C=CC(C(C)=C)=CC=3)[N:8]=[CH:7][C:6]=2[C:5]([CH3:24])=[CH:4]1)[CH3:2].CS(N)(=O)=O.CC[C@@H]1[C@@H]2C[C@H]([C@@H:65]([O:64]C3C4C(=CC=CC=4)C([O:64][C@@H:65]([C:76]4[CH:85]=CN=[C:82]5[C:77]=4[CH:78]=[C:79](OC)[CH:80]=[CH:81]5)[C@@H]4N5C[C@H](CC)[C@@H](CC5)C4)=NN=3)[C:76]3[CH:85]=CN=[C:82]4[C:77]=3[CH:78]=[C:79](OC)[CH:80]=[CH:81]4)N(CC2)C1.S([O-])([O-])=[O:89].[Na+].[Na+].C(O)(C(F)(F)F)=O. The catalyst is C(O)(C)(C)C.[Cl-].[Na+].O.CCOC(C)=O.O. The product is [OH:64][CH2:65][C@@:76]([C:77]1[CH:78]=[CH:79][C:80]([C:13]([NH:12][C:9]2[N:8]=[CH:7][C:6]3[C:5]([CH3:24])=[CH:4][N:3]([CH2:1][CH3:2])[C:11]=3[CH:10]=2)=[O:23])=[CH:81][CH:82]=1)([OH:89])[CH3:85]. The yield is 0.0820. (5) The reactants are FC(F)(F)C(O)=O.[Br:8][C:9]1[CH:10]=[N:11][C:12]([O:15][C:16]2[CH:21]=[CH:20][CH:19]=[C:18]([CH:22]=[C:23]3[CH2:28][CH2:27][NH:26][CH2:25][CH2:24]3)[CH:17]=2)=[N:13][CH:14]=1.[N:29]1[CH:34]=[CH:33][CH:32]=[C:31]([NH:35][C:36](=O)[O:37]C2C=CC=CC=2)[CH:30]=1.NC1C=NC=CC=1.C(N(C(C)C)CC)(C)C. The catalyst is C(#N)C. The product is [Br:8][C:9]1[CH:10]=[N:11][C:12]([O:15][C:16]2[CH:17]=[C:18]([CH:19]=[CH:20][CH:21]=2)[CH:22]=[C:23]2[CH2:28][CH2:27][N:26]([C:36]([NH:35][C:31]3[CH:30]=[N:29][CH:34]=[CH:33][CH:32]=3)=[O:37])[CH2:25][CH2:24]2)=[N:13][CH:14]=1. The yield is 0.780.